From a dataset of Peptide-MHC class I binding affinity with 185,985 pairs from IEDB/IMGT. Regression. Given a peptide amino acid sequence and an MHC pseudo amino acid sequence, predict their binding affinity value. This is MHC class I binding data. (1) The peptide sequence is QPAGGKAEF. The MHC is HLA-A26:01 with pseudo-sequence HLA-A26:01. The binding affinity (normalized) is 0.0847. (2) The peptide sequence is SVSLVLVGV. The MHC is HLA-A68:02 with pseudo-sequence HLA-A68:02. The binding affinity (normalized) is 0.995.